The task is: Predict the reactants needed to synthesize the given product.. This data is from Full USPTO retrosynthesis dataset with 1.9M reactions from patents (1976-2016). (1) Given the product [CH2:1]([O:6][C:7]1[CH:8]=[CH:9][C:10]([CH2:11][O:12][NH2:13])=[CH:24][CH:25]=1)[CH2:2][CH2:3][CH2:4][CH3:5], predict the reactants needed to synthesize it. The reactants are: [CH2:1]([O:6][C:7]1[CH:25]=[CH:24][C:10]([CH2:11][O:12][N:13]2C(=O)C3C(=CC=CC=3)C2=O)=[CH:9][CH:8]=1)[CH2:2][CH2:3][CH2:4][CH3:5].CNN. (2) Given the product [CH2:1]([O:3][C:4](=[O:29])[CH2:5][N:6]1[C:14]2[C:9](=[C:10]([Br:15])[CH:11]=[CH:12][CH:13]=2)[C:8]2([CH2:16][O:17][C:19]3[CH:20]=[C:21]4[C:22](=[CH:26][C:18]2=3)[CH2:23][CH2:24][O:25]4)[C:7]1=[O:28])[CH3:2], predict the reactants needed to synthesize it. The reactants are: [CH2:1]([O:3][C:4](=[O:29])[CH2:5][N:6]1[C:14]2[C:9](=[C:10]([Br:15])[CH:11]=[CH:12][CH:13]=2)[C:8]([C:18]2[C:19](O)=[CH:20][C:21]3[O:25][CH2:24][CH2:23][C:22]=3[CH:26]=2)([CH2:16][OH:17])[C:7]1=[O:28])[CH3:2].ClC1C=CC(Cl)=C2C=1C(C1C(O)=CC3OCOC=3C=1)(CO)C(=O)N2CCCCC.